Dataset: Catalyst prediction with 721,799 reactions and 888 catalyst types from USPTO. Task: Predict which catalyst facilitates the given reaction. (1) Reactant: Br[C:2]1[N:3]=[C:4]2[C:10]([C:11](=[O:16])[C:12]([CH3:15])([CH3:14])[CH3:13])=[CH:9][NH:8][C:5]2=[N:6][CH:7]=1.[F:17][C:18]1[CH:19]=[C:20](B(O)O)[CH:21]=[CH:22][CH:23]=1. Product: [F:17][C:18]1[CH:19]=[CH:20][CH:21]=[CH:22][C:23]=1[C:2]1[N:3]=[C:4]2[C:10]([C:11](=[O:16])[C:12]([CH3:15])([CH3:14])[CH3:13])=[CH:9][NH:8][C:5]2=[N:6][CH:7]=1. The catalyst class is: 25. (2) Reactant: [S-:1][C:2]#[N:3].[NH4+].[C:5](Cl)(=[O:7])[CH3:6].[Cl:9][C:10]1[CH:11]=[C:12]([CH:14]=[C:15]([Cl:17])[CH:16]=1)[NH2:13]. Product: [Cl:9][C:10]1[CH:11]=[C:12]([NH:13][C:2]([NH:3][C:5](=[O:7])[CH3:6])=[S:1])[CH:14]=[C:15]([Cl:17])[CH:16]=1. The catalyst class is: 21. (3) Reactant: C(OC([N:8]1[CH2:13][CH2:12][CH2:11][C@@H:10]([O:14][C:15]2[CH:20]=[CH:19][C:18]([NH:21][C:22]([C:24]3[S:25][C:26]([C:30]4[CH:35]=[CH:34][C:33]([Cl:36])=[CH:32][CH:31]=4)=[CH:27][C:28]=3C)=[O:23])=[CH:17][C:16]=2[O:37][CH3:38])[CH2:9]1)=O)(C)(C)C.[C:39]([Li])(C)(C)[CH3:40].CCCCC.CN(C)C=O.C1(C)C=CC(S(O)(=O)=O)=CC=1.[OH-].[Na+]. Product: [Cl:36][C:33]1[CH:34]=[CH:35][C:30]([C:26]2[S:25][C:24]3[C:22](=[O:23])[N:21]([C:18]4[CH:19]=[CH:20][C:15]([O:14][C@@H:10]5[CH2:11][CH2:12][CH2:13][NH:8][CH2:9]5)=[C:16]([O:37][CH3:38])[CH:17]=4)[CH:39]=[CH:40][C:28]=3[CH:27]=2)=[CH:31][CH:32]=1. The catalyst class is: 30. (4) Reactant: [Cl:1][C:2]1[CH:19]=[C:18]([Cl:20])[C:17]([NH:21][C:22]2[C:27]([F:28])=[CH:26][C:25]([F:29])=[CH:24][C:23]=2[Cl:30])=[CH:16][C:3]=1[C:4]([C:6](=[CH:12][N:13](C)[CH3:14])[C:7]([O:9][CH2:10][CH3:11])=[O:8])=[O:5].N[C:32]1[CH:33]=[N:34][CH:35]=C[CH:37]=1. Product: [Cl:1][C:2]1[CH:19]=[C:18]([Cl:20])[C:17]([NH:21][C:22]2[C:27]([F:28])=[CH:26][C:25]([F:29])=[CH:24][C:23]=2[Cl:30])=[CH:16][C:3]=1[C:4]([C:6](=[CH:12][NH:13][C:14]1[CH:35]=[N:34][CH:33]=[CH:32][CH:37]=1)[C:7]([O:9][CH2:10][CH3:11])=[O:8])=[O:5]. The catalyst class is: 11. (5) Reactant: [CH3:1][C:2]1[CH:7]=[CH:6][C:5]([N:8]([Si:16]([CH3:19])([CH3:18])[CH3:17])[C:9](=[O:15])[O:10][C:11]([CH3:14])([CH3:13])[CH3:12])=[CH:4][C:3]=1[Si:20]([CH3:23])([CH3:22])[CH3:21].[Br:24]N1C(=O)CCC1=O.N(C(C)(C)C#N)=NC(C)(C)C#N. Product: [Br:24][CH2:1][C:2]1[CH:7]=[CH:6][C:5]([N:8]([Si:16]([CH3:19])([CH3:18])[CH3:17])[C:9](=[O:15])[O:10][C:11]([CH3:14])([CH3:12])[CH3:13])=[CH:4][C:3]=1[Si:20]([CH3:23])([CH3:22])[CH3:21]. The catalyst class is: 53. (6) Reactant: [OH:1][CH2:2][CH2:3][CH2:4][CH2:5][CH2:6][CH2:7][CH2:8][CH2:9][C:10]([O:12][CH3:13])=[O:11].N1C=CC=CC=1.ClCCl.[CH3:23][S:24](Cl)(=[O:26])=[O:25]. Product: [CH3:23][S:24]([O:1][CH2:2][CH2:3][CH2:4][CH2:5][CH2:6][CH2:7][CH2:8][CH2:9][C:10]([O:12][CH3:13])=[O:11])(=[O:26])=[O:25]. The catalyst class is: 6. (7) Reactant: O.O.O.O.O.O.O.O.O.[N+:10]([O-:13])([O-:12])=[O:11].[Al+3:14].[N+:15]([O-:18])([O-:17])=[O:16].[N+:19]([O-:22])([O-:21])=[O:20].[N+:23]([O-:26])([O-:25])=[O:24].[Mg+2:27].[N+:28]([O-:31])([O-:30])=[O:29].[N+]([O-])(O)=O. Product: [N+:10]([O-:13])([O-:12])=[O:11].[Al+3:14].[N+:15]([O-:18])([O-:17])=[O:16].[N+:19]([O-:22])([O-:21])=[O:20].[N+:23]([O-:26])([O-:25])=[O:24].[Mg+2:27].[N+:28]([O-:31])([O-:30])=[O:29]. The catalyst class is: 6. (8) Reactant: [C:1]([O:5][C:6]([N:8]1[CH2:13][CH2:12][N:11]([C:14]2[N:22]([CH2:23][C:24]#[C:25][CH3:26])[C:21]3[C:20](=[O:27])[NH:19][C:18](=[O:28])[N:17]([CH2:29][O:30][C:31](=[O:36])[C:32]([CH3:35])([CH3:34])[CH3:33])[C:16]=3[N:15]=2)[CH2:10][CH2:9]1)=[O:7])([CH3:4])([CH3:3])[CH3:2].C(=O)([O-])[O-].[K+].[K+].Br[CH2:44][CH2:45][O:46][CH2:47][CH3:48]. Product: [C:1]([O:5][C:6]([N:8]1[CH2:13][CH2:12][N:11]([C:14]2[N:22]([CH2:23][C:24]#[C:25][CH3:26])[C:21]3[C:20](=[O:27])[N:19]([CH2:44][CH2:45][O:46][CH2:47][CH3:48])[C:18](=[O:28])[N:17]([CH2:29][O:30][C:31](=[O:36])[C:32]([CH3:35])([CH3:34])[CH3:33])[C:16]=3[N:15]=2)[CH2:10][CH2:9]1)=[O:7])([CH3:4])([CH3:2])[CH3:3]. The catalyst class is: 42. (9) Reactant: [Cl:1][C:2]1[CH:3]=[CH:4][C:5]([OH:21])=[C:6]([CH:20]=1)[C:7]([NH:9][C:10]1[CH:15]=[CH:14][C:13]([N+:16]([O-:18])=[O:17])=[CH:12][C:11]=1[Cl:19])=[O:8].N1C=CC=CC=1.[C:28](Cl)(=[O:30])[CH3:29].ClCCl. Product: [C:28]([O:21][C:5]1[CH:4]=[CH:3][C:2]([Cl:1])=[CH:20][C:6]=1[C:7](=[O:8])[NH:9][C:10]1[CH:15]=[CH:14][C:13]([N+:16]([O-:18])=[O:17])=[CH:12][C:11]=1[Cl:19])(=[O:30])[CH3:29]. The catalyst class is: 1. (10) Reactant: [OH:1][CH:2]1[CH2:6][N:5]([CH3:7])[CH:4]([C:8]([OH:10])=[O:9])[CH2:3]1.[CH3:11][Si](C=[N+]=[N-])(C)C. Product: [CH3:11][O:9][C:8]([CH:4]1[CH2:3][CH:2]([OH:1])[CH2:6][N:5]1[CH3:7])=[O:10]. The catalyst class is: 5.